Dataset: Experimentally validated miRNA-target interactions with 360,000+ pairs, plus equal number of negative samples. Task: Binary Classification. Given a miRNA mature sequence and a target amino acid sequence, predict their likelihood of interaction. The miRNA is ebv-miR-BART2-5p with sequence UAUUUUCUGCAUUCGCCCUUGC. The protein sequence of the target gene is MGDSGSRRCTLVSRLPIFRKSINRRHDSLPSSPSSSNTAGVHSSSPSSTNSSSGSTGKRRSIFRAPSISFHHKKGSEPKPEPTEQNLSISNGAQPSHSNMQKLSLEEHVKTRGRHSVGFSSSRSKKITRSLTEDFEREKEPSTNKNVFINCLSSGRSEGDDSGFTEEQSRRSIKQSTKKLLPKSFSSHYKFCKSVPQSQSTSLIQQPEFSLAIAQYQEQEAALGRPSPSCSVDVTERAGSSLQSPLLSADLTTAQTPSEFLALTEDSLSEADAFPKSGSTASHCDNFGHNDATSQPTSSL.... Result: 0 (no interaction).